From a dataset of Reaction yield outcomes from USPTO patents with 853,638 reactions. Predict the reaction yield, written as a fraction of the theoretical maximum amount of product (1.0 means a 100% yield; for example, 0.34 means a 34% yield). (1) The reactants are [Br:1][C:2]1[CH:3]=[C:4]([N:9]2[C:13](=[O:14])[O:12][N:11]=[C:10]2[C:15]2[C:16]([NH:20][C:21](=O)C(F)(F)F)=[N:17][O:18][N:19]=2)[CH:5]=[CH:6][C:7]=1[F:8].C(=O)([O-])[O-].[K+].[K+].CI. The catalyst is CN(C)C=O.O.[Cl-].[Na+].O. The product is [Br:1][C:2]1[CH:3]=[C:4]([N:9]2[C:13](=[O:14])[O:12][N:11]=[C:10]2[C:15]2[C:16]([NH:20][CH3:21])=[N:17][O:18][N:19]=2)[CH:5]=[CH:6][C:7]=1[F:8]. The yield is 0.810. (2) The reactants are [F:1][C:2]([F:15])([F:14])[C:3](=O)[CH2:4][C:5]([C:7]1[CH:12]=[CH:11][CH:10]=[CH:9][CH:8]=1)=O.Cl.[N+:17]([C:20]1[CH:25]=[CH:24][C:23]([NH:26][NH2:27])=[CH:22][CH:21]=1)([O-:19])=[O:18]. No catalyst specified. The product is [N+:17]([C:20]1[CH:21]=[CH:22][C:23]([N:26]2[C:5]([C:7]3[CH:12]=[CH:11][CH:10]=[CH:9][CH:8]=3)=[CH:4][C:3]([C:2]([F:15])([F:14])[F:1])=[N:27]2)=[CH:24][CH:25]=1)([O-:19])=[O:18]. The yield is 0.952.